From a dataset of Forward reaction prediction with 1.9M reactions from USPTO patents (1976-2016). Predict the product of the given reaction. (1) The product is: [CH2:1]([O:8][C:9]([NH:11][C@H:12]1[CH2:16][CH2:15][N:14]([CH:17]2[CH2:22][CH2:21][N:20]([CH:43]([CH3:45])[CH3:42])[CH2:19][CH:18]2[C:23]([O:25][CH3:26])=[O:24])[C:13]1=[O:27])=[O:10])[C:2]1[CH:7]=[CH:6][CH:5]=[CH:4][CH:3]=1. Given the reactants [CH2:1]([O:8][C:9]([NH:11][C@H:12]1[CH2:16][CH2:15][N:14]([C@H:17]2[CH2:22][CH2:21][NH:20][CH2:19][C@H:18]2[C:23]([O:25][CH3:26])=[O:24])[C:13]1=[O:27])=[O:10])[C:2]1[CH:7]=[CH:6][CH:5]=[CH:4][CH:3]=1.C(O[BH-](OC(=O)C)OC(=O)C)(=O)C.[Na+].[CH3:42][C:43]([CH3:45])=O.[OH-].[Na+], predict the reaction product. (2) Given the reactants [OH:1][C:2]1[CH:9]=[CH:8][C:7]([C:10]([F:13])([F:12])[F:11])=[CH:6][C:3]=1[CH:4]=O.Cl[CH2:15][C:16]1[CH:21]=[CH:20][N:19]=[CH:18][C:17]=1[F:22].C(=O)([O-])[O-].[K+].[K+].CN(C=O)C, predict the reaction product. The product is: [F:22][C:17]1[CH:18]=[N:19][CH:20]=[CH:21][C:16]=1[C:15]1[O:1][C:2]2[CH:9]=[CH:8][C:7]([C:10]([F:13])([F:12])[F:11])=[CH:6][C:3]=2[CH:4]=1. (3) Given the reactants [CH3:1][C:2]1[O:6][C:5]([C:7]2[CH:12]=[CH:11][CH:10]=[CH:9][CH:8]=2)=[N:4][C:3]=1[CH2:13][CH2:14][OH:15].[Cl:16][C:17]1[CH:22]=[N:21][CH:20]=[C:19](Cl)[N:18]=1, predict the reaction product. The product is: [Cl:16][C:17]1[CH:22]=[N:21][CH:20]=[C:19]([O:15][CH2:14][CH2:13][C:3]2[N:4]=[C:5]([C:7]3[CH:12]=[CH:11][CH:10]=[CH:9][CH:8]=3)[O:6][C:2]=2[CH3:1])[N:18]=1. (4) Given the reactants [CH3:1][O:2][C:3]1[CH:11]=[C:10]([N+:12]([O-:14])=[O:13])[CH:9]=[CH:8][C:4]=1[C:5]([OH:7])=[O:6].[C:15](=O)([O-])[O-].[K+].[K+].IC, predict the reaction product. The product is: [CH3:1][O:2][C:3]1[CH:11]=[C:10]([N+:12]([O-:14])=[O:13])[CH:9]=[CH:8][C:4]=1[C:5]([O:7][CH3:15])=[O:6]. (5) The product is: [CH3:1][NH2:2].[CH2:3]([O:10][C:11]1[C:16](=[O:17])[CH:15]=[C:14]([CH3:18])[N:2]([CH3:1])[C:12]=1[C:19]([OH:21])=[O:20])[C:4]1[CH:9]=[CH:8][CH:7]=[CH:6][CH:5]=1. Given the reactants [CH3:1][NH2:2].[CH2:3]([O:10][C:11]1[C:16](=[O:17])[CH:15]=[C:14]([CH3:18])O[C:12]=1[C:19]([OH:21])=[O:20])[C:4]1[CH:9]=[CH:8][CH:7]=[CH:6][CH:5]=1, predict the reaction product.